This data is from Catalyst prediction with 721,799 reactions and 888 catalyst types from USPTO. The task is: Predict which catalyst facilitates the given reaction. (1) Reactant: [C:1]1([C:7]2[CH2:11][CH:10]([CH2:12][CH2:13][CH2:14][CH:15]=O)[O:9][N:8]=2)[CH:6]=[CH:5][CH:4]=[CH:3][CH:2]=1.[C:17]1([CH3:29])[CH:22]=[CH:21][CH:20]=[CH:19][C:18]=1[N:23]1[CH2:28][CH2:27][NH:26][CH2:25][CH2:24]1.[BH-](OC(C)=O)(OC(C)=O)OC(C)=O.[Na+]. Product: [C:1]1([C:7]2[CH2:11][CH:10]([CH2:12][CH2:13][CH2:14][CH2:15][N:26]3[CH2:27][CH2:28][N:23]([C:18]4[CH:19]=[CH:20][CH:21]=[CH:22][C:17]=4[CH3:29])[CH2:24][CH2:25]3)[O:9][N:8]=2)[CH:6]=[CH:5][CH:4]=[CH:3][CH:2]=1. The catalyst class is: 2. (2) Reactant: CN(C=O)C.[C:6]([C:8]1[CH:9]=[C:10](/[CH:20]=[CH:21]/[C:22]([OH:24])=O)[CH:11]=[CH:12][C:13]=1[N:14]1[CH:18]=[C:17]([CH3:19])[N:16]=[CH:15]1)#[N:7].Cl.[C:26]1([C:32]2[CH:33]=[C:34]([CH:37]=[CH:38][CH:39]=2)[CH2:35][NH2:36])[CH:31]=[CH:30][CH:29]=[CH:28][CH:27]=1.C1C=CC2N(O)N=NC=2C=1. Product: [C:32]1([C:26]2[CH:31]=[CH:30][CH:29]=[CH:28][CH:27]=2)[CH:39]=[CH:38][CH:37]=[C:34]([CH2:35][NH:36][C:22](=[O:24])/[CH:21]=[CH:20]/[C:10]2[CH:11]=[CH:12][C:13]([N:14]3[CH:18]=[C:17]([CH3:19])[N:16]=[CH:15]3)=[C:8]([C:6]#[N:7])[CH:9]=2)[CH:33]=1. The catalyst class is: 344. (3) Reactant: [CH2:1]([O:3][C:4]([C:6]1[C:7]([C:17]2[CH:22]=[CH:21][C:20]([N+:23]([O-])=O)=[CH:19][CH:18]=2)=[C:8]2[N:13]([C:14]=1[Br:15])[N:12]=[CH:11][N:10]=[C:9]2[NH2:16])=[O:5])[CH3:2].O.O.[Sn](Cl)Cl. Product: [NH2:16][C:9]1[C:8]2=[C:7]([C:17]3[CH:18]=[CH:19][C:20]([NH2:23])=[CH:21][CH:22]=3)[C:6]([C:4]([O:3][CH2:1][CH3:2])=[O:5])=[C:14]([Br:15])[N:13]2[N:12]=[CH:11][N:10]=1. The catalyst class is: 14. (4) Reactant: C([O:5][C:6](=[O:46])[CH2:7][C@@H:8]([NH:38]C(OC(C)(C)C)=O)[C:9](=[O:37])[N:10]1[C:15]2[CH:16]=[CH:17][C:18]([O:20][CH2:21][C:22]3[S:23][C:24]([C:33]([F:36])([F:35])[F:34])=[C:25]([C:27]4[CH:32]=[CH:31][CH:30]=[CH:29][CH:28]=4)[CH:26]=3)=[CH:19][C:14]=2[O:13][CH2:12][CH2:11]1)(C)(C)C.[ClH:47].O1CCOCC1. Product: [ClH:47].[NH2:38][C@@H:8]([C:9](=[O:37])[N:10]1[C:15]2[CH:16]=[CH:17][C:18]([O:20][CH2:21][C:22]3[S:23][C:24]([C:33]([F:36])([F:35])[F:34])=[C:25]([C:27]4[CH:28]=[CH:29][CH:30]=[CH:31][CH:32]=4)[CH:26]=3)=[CH:19][C:14]=2[O:13][CH2:12][CH2:11]1)[CH2:7][C:6]([OH:46])=[O:5]. The catalyst class is: 12.